This data is from Full USPTO retrosynthesis dataset with 1.9M reactions from patents (1976-2016). The task is: Predict the reactants needed to synthesize the given product. (1) Given the product [C:13]1([C:19]#[C:20][C:2]2[CH:3]=[N:4][C:5]3[N:6]([N:8]=[CH:9][C:10]=3[C:11]#[N:12])[CH:7]=2)[CH:18]=[CH:17][CH:16]=[CH:15][CH:14]=1, predict the reactants needed to synthesize it. The reactants are: Br[C:2]1[CH:3]=[N:4][C:5]2[N:6]([N:8]=[CH:9][C:10]=2[C:11]#[N:12])[CH:7]=1.[C:13]1([C:19]#[CH:20])[CH:18]=[CH:17][CH:16]=[CH:15][CH:14]=1. (2) The reactants are: [Cl:1][C:2]1[CH:7]=[CH:6][C:5]([C:8]2[CH:9]([C:26]3[CH:42]=[CH:41][C:29]([O:30][CH2:31][C@@H:32]([N:34]4[CH2:38][CH2:37][C@@H:36]([CH2:39][F:40])[CH2:35]4)[CH3:33])=[CH:28][CH:27]=3)[O:10][C:11]3[C:16]([C:17]=2[CH3:18])=[CH:15][C:14]([O:19]C2CCCCO2)=[CH:13][CH:12]=3)=[CH:4][C:3]=1[F:43]. Given the product [Cl:1][C:2]1[CH:7]=[CH:6][C:5]([C:8]2[CH:9]([C:26]3[CH:42]=[CH:41][C:29]([O:30][CH2:31][C@@H:32]([N:34]4[CH2:38][CH2:37][C@@H:36]([CH2:39][F:40])[CH2:35]4)[CH3:33])=[CH:28][CH:27]=3)[O:10][C:11]3[C:16]([C:17]=2[CH3:18])=[CH:15][C:14]([OH:19])=[CH:13][CH:12]=3)=[CH:4][C:3]=1[F:43], predict the reactants needed to synthesize it. (3) Given the product [NH2:19][C@H:17]([CH3:18])[CH2:16][N:13]1[CH:12]=[CH:11][C:10]([C:8]2[CH:7]=[CH:6][C:3]([C:4]#[N:5])=[C:2]([Cl:1])[CH:9]=2)=[N:14]1, predict the reactants needed to synthesize it. The reactants are: [Cl:1][C:2]1[CH:9]=[C:8]([C:10]2[NH:14][N:13]=[CH:12][CH:11]=2)[CH:7]=[CH:6][C:3]=1[C:4]#[N:5].O[CH2:16][C@H:17]([NH:19]C(=O)OC(C)(C)C)[CH3:18]. (4) Given the product [CH3:1][O:2][C:3]1[C:4]([CH3:13])=[C:5]2[C:6](=[CH:7][CH:8]=1)[NH:9][CH:14]=[CH:12]2, predict the reactants needed to synthesize it. The reactants are: [CH3:1][O:2][C:3]1[CH:8]=[CH:7][C:6]([N+:9]([O-])=O)=[C:5]([CH3:12])[C:4]=1[CH3:13].[CH3:14]OC(OC)N(C)C.C(N(CC)CC)C.